This data is from Forward reaction prediction with 1.9M reactions from USPTO patents (1976-2016). The task is: Predict the product of the given reaction. (1) Given the reactants N#N.[NH:3]([C:19]([O:21][CH2:22][CH:23]1[C:35]2[C:30](=[CH:31][CH:32]=[CH:33][CH:34]=2)[C:29]2[C:24]1=[CH:25][CH:26]=[CH:27][CH:28]=2)=[O:20])[C@H:4]([C:16](O)=[O:17])[CH2:5][CH2:6][CH2:7][NH:8][C:9]([O:11][C:12]([CH3:15])([CH3:14])[CH3:13])=[O:10].CN1CCOCC1.ClC(OCC(C)C)=O.[BH4-].[Na+], predict the reaction product. The product is: [CH:25]1[C:24]2[CH:23]([CH2:22][O:21][C:19](=[O:20])[NH:3][C@H:4]([CH2:16][OH:17])[CH2:5][CH2:6][CH2:7][NH:8][C:9]([O:11][C:12]([CH3:15])([CH3:13])[CH3:14])=[O:10])[C:35]3[C:30](=[CH:31][CH:32]=[CH:33][CH:34]=3)[C:29]=2[CH:28]=[CH:27][CH:26]=1. (2) Given the reactants [Br:1][C:2]1[CH:7]=[CH:6][C:5]([C:8]([C:10]2[CH:15]=[CH:14][C:13]([O:16]C)=[CH:12][CH:11]=2)=[O:9])=[C:4]([Cl:18])[CH:3]=1.[Al+3].[Cl-].[Cl-].[Cl-].O, predict the reaction product. The product is: [Br:1][C:2]1[CH:7]=[CH:6][C:5]([C:8]([C:10]2[CH:15]=[CH:14][C:13]([OH:16])=[CH:12][CH:11]=2)=[O:9])=[C:4]([Cl:18])[CH:3]=1. (3) Given the reactants [CH3:1][O:2][C:3]1[CH:4]=[C:5]2[C:10](=[CH:11][C:12]=1[O:13][CH3:14])[N:9]=[CH:8][CH:7]=[C:6]2[O:15][C:16]1[CH:22]=[CH:21][C:19]([NH2:20])=[CH:18][CH:17]=1.C1(C)C=CC=CC=1.C(N(CC)CC)C.ClC(Cl)(O[C:41](=[O:47])[O:42][C:43](Cl)(Cl)Cl)Cl.[CH3:49][O:50][C:51]1[CH:52]=[C:53]([CH:56]=[CH:57][C:58]=1[O:59][CH3:60])CO, predict the reaction product. The product is: [CH3:1][O:2][C:3]1[CH:4]=[C:5]2[C:10](=[CH:11][C:12]=1[O:13][CH3:14])[N:9]=[CH:8][CH:7]=[C:6]2[O:15][C:16]1[CH:22]=[CH:21][C:19]([NH:20][C:41](=[O:47])[O:42][CH2:43][C:56]2[CH:53]=[CH:52][C:51]([O:50][CH3:49])=[C:58]([O:59][CH3:60])[CH:57]=2)=[CH:18][CH:17]=1. (4) Given the reactants [CH3:1][S:2]([NH:5][C:6]1[CH:10]=[CH:9][S:8][C:7]=1[C:11]([O:13]C)=[O:12])(=[O:4])=[O:3].[OH-].[Na+].Cl, predict the reaction product. The product is: [CH3:1][S:2]([NH:5][C:6]1[CH:10]=[CH:9][S:8][C:7]=1[C:11]([OH:13])=[O:12])(=[O:3])=[O:4]. (5) The product is: [NH:10]1[C:11]2[C:7](=[CH:6][CH:5]=[CH:4][C:3]=2[CH2:1][NH:12][CH2:17][CH2:16][OH:19])[CH:8]=[CH:9]1. Given the reactants [CH:1]([C:3]1[CH:4]=[CH:5][CH:6]=[C:7]2[C:11]=1[NH:10][CH:9]=[CH:8]2)=O.[NH2:12]C(O)C.[C:16]([OH:19])(=O)[CH3:17].C(O[BH-](OC(=O)C)OC(=O)C)(=O)C.[Na+], predict the reaction product.